This data is from Catalyst prediction with 721,799 reactions and 888 catalyst types from USPTO. The task is: Predict which catalyst facilitates the given reaction. (1) Product: [F:16][C:17]1[CH:25]=[CH:24][C:20]([C:21]([N:1]2[CH2:5][CH2:4][CH:3]([OH:6])[CH2:2]2)=[O:22])=[CH:19][CH:18]=1. Reactant: [NH:1]1[CH2:5][CH2:4][CH:3]([OH:6])[CH2:2]1.CCN(C(C)C)C(C)C.[F:16][C:17]1[CH:25]=[CH:24][C:20]([C:21](Cl)=[O:22])=[CH:19][CH:18]=1.[OH-].[K+]. The catalyst class is: 497. (2) Reactant: [OH-].[Na+].[CH2:3]([S:5][C:6]1[S:10][C:9]([N:11]2[C:15]([C:16]3[CH:21]=[CH:20][CH:19]=[CH:18][N:17]=3)=[CH:14][C:13]([C:22]([O:24]C)=[O:23])=[N:12]2)=[N:8][N:7]=1)[CH3:4].Cl. Product: [CH2:3]([S:5][C:6]1[S:10][C:9]([N:11]2[C:15]([C:16]3[CH:21]=[CH:20][CH:19]=[CH:18][N:17]=3)=[CH:14][C:13]([C:22]([OH:24])=[O:23])=[N:12]2)=[N:8][N:7]=1)[CH3:4]. The catalyst class is: 111. (3) Reactant: [CH:1]1([CH:4]([OH:38])[C:5]2[CH:10]=[CH:9][C:8]([C@H:11]3[CH2:28][C@@:26]4([CH3:27])[C@@H:22]([CH2:23][CH2:24][C@@:25]4([OH:36])[C:29]([F:35])([F:34])[C:30]([F:33])([F:32])[F:31])[C@H:21]4[C:12]3=[C:13]3[C:18]([CH2:19][CH2:20]4)=[CH:17][C:16](=[O:37])[CH2:15][CH2:14]3)=[CH:7][CH:6]=2)[CH2:3][CH2:2]1.C1C=C[NH+]=CC=1.[O-][Cr](Cl)(=O)=O. Product: [CH:1]1([C:4]([C:5]2[CH:6]=[CH:7][C:8]([C@H:11]3[CH2:28][C@@:26]4([CH3:27])[C@@H:22]([CH2:23][CH2:24][C@@:25]4([OH:36])[C:29]([F:34])([F:35])[C:30]([F:33])([F:32])[F:31])[C@H:21]4[C:12]3=[C:13]3[C:18]([CH2:19][CH2:20]4)=[CH:17][C:16](=[O:37])[CH2:15][CH2:14]3)=[CH:9][CH:10]=2)=[O:38])[CH2:3][CH2:2]1. The catalyst class is: 4.